From a dataset of Forward reaction prediction with 1.9M reactions from USPTO patents (1976-2016). Predict the product of the given reaction. (1) The product is: [Cl:1][C:2]1[C:6]([CH2:7][NH2:8])=[CH:5][N:4]([C:19]2[S:23][C:22]([C:24]([F:27])([F:25])[F:26])=[N:21][CH:20]=2)[N:3]=1. Given the reactants [Cl:1][C:2]1[C:6]([CH2:7][N:8]2C(=O)C3C(=CC=CC=3)C2=O)=[CH:5][N:4]([C:19]2[S:23][C:22]([C:24]([F:27])([F:26])[F:25])=[N:21][CH:20]=2)[N:3]=1.CO.NN.O, predict the reaction product. (2) Given the reactants Br[C:2]1[CH:7]=[C:6]([Br:8])[C:5]([F:9])=[CH:4][C:3]=1[F:10].[Li]CCCC.[CH3:16][CH:17]([O:20][CH2:21][C:22](N(OC)C)=[O:23])[CH:18]=[CH2:19], predict the reaction product. The product is: [Br:8][C:6]1[C:5]([F:9])=[CH:4][C:3]([F:10])=[C:2]([C:22](=[O:23])[CH2:21][O:20][CH:17]([CH:18]=[CH2:19])[CH3:16])[CH:7]=1. (3) Given the reactants [F:1][C:2]1([F:22])[CH2:7][CH2:6][N:5]([C:8]2[C:13]3=[N:14][C:15]([C:18]([O:20]C)=[O:19])=[CH:16][N:17]=[C:12]3[CH:11]=[N:10][CH:9]=2)[CH2:4][CH2:3]1.O1CCOCC1.[OH-].[Li+].Cl, predict the reaction product. The product is: [F:22][C:2]1([F:1])[CH2:7][CH2:6][N:5]([C:8]2[C:13]3=[N:14][C:15]([C:18]([OH:20])=[O:19])=[CH:16][N:17]=[C:12]3[CH:11]=[N:10][CH:9]=2)[CH2:4][CH2:3]1.